From a dataset of NCI-60 drug combinations with 297,098 pairs across 59 cell lines. Regression. Given two drug SMILES strings and cell line genomic features, predict the synergy score measuring deviation from expected non-interaction effect. (1) Drug 1: CC12CCC3C(C1CCC2O)C(CC4=C3C=CC(=C4)O)CCCCCCCCCS(=O)CCCC(C(F)(F)F)(F)F. Drug 2: C1CN(CCN1C(=O)CCBr)C(=O)CCBr. Cell line: HT29. Synergy scores: CSS=9.19, Synergy_ZIP=-3.16, Synergy_Bliss=4.22, Synergy_Loewe=-0.784, Synergy_HSA=2.19. (2) Drug 1: CS(=O)(=O)C1=CC(=C(C=C1)C(=O)NC2=CC(=C(C=C2)Cl)C3=CC=CC=N3)Cl. Drug 2: CC12CCC3C(C1CCC2OP(=O)(O)O)CCC4=C3C=CC(=C4)OC(=O)N(CCCl)CCCl.[Na+]. Cell line: MCF7. Synergy scores: CSS=-1.47, Synergy_ZIP=0.792, Synergy_Bliss=0.932, Synergy_Loewe=-10.7, Synergy_HSA=-6.74. (3) Drug 1: C1=CC=C(C(=C1)C(C2=CC=C(C=C2)Cl)C(Cl)Cl)Cl. Drug 2: CC12CCC3C(C1CCC2O)C(CC4=C3C=CC(=C4)O)CCCCCCCCCS(=O)CCCC(C(F)(F)F)(F)F. Cell line: OVCAR-8. Synergy scores: CSS=2.00, Synergy_ZIP=-0.876, Synergy_Bliss=-2.18, Synergy_Loewe=0.479, Synergy_HSA=-2.63. (4) Cell line: UACC62. Drug 1: CC1=C2C(C(=O)C3(C(CC4C(C3C(C(C2(C)C)(CC1OC(=O)C(C(C5=CC=CC=C5)NC(=O)C6=CC=CC=C6)O)O)OC(=O)C7=CC=CC=C7)(CO4)OC(=O)C)O)C)OC(=O)C. Synergy scores: CSS=22.6, Synergy_ZIP=-4.33, Synergy_Bliss=0.0825, Synergy_Loewe=-8.05, Synergy_HSA=-0.0644. Drug 2: CCC1=C2CN3C(=CC4=C(C3=O)COC(=O)C4(CC)O)C2=NC5=C1C=C(C=C5)O. (5) Drug 1: C1=CN(C(=O)N=C1N)C2C(C(C(O2)CO)O)O.Cl. Drug 2: C1CN(P(=O)(OC1)NCCCl)CCCl. Cell line: MCF7. Synergy scores: CSS=0.0880, Synergy_ZIP=0.0488, Synergy_Bliss=0.392, Synergy_Loewe=-4.91, Synergy_HSA=-2.41.